Task: Predict the reactants needed to synthesize the given product.. Dataset: Full USPTO retrosynthesis dataset with 1.9M reactions from patents (1976-2016) (1) Given the product [NH:11]1[C:12]2=[N:13][CH:14]=[CH:15][CH:16]=[C:17]2[C:9]([CH2:8][C:5]2[CH:4]=[CH:3][C:2]([NH:36][C:34](=[O:35])[C:33]3[CH:37]=[CH:38][C:30]([C:29]([F:39])([F:40])[F:28])=[CH:31][CH:32]=3)=[N:7][CH:6]=2)=[CH:10]1, predict the reactants needed to synthesize it. The reactants are: Br[C:2]1[N:7]=[CH:6][C:5]([CH2:8][C:9]2[C:17]3[C:12](=[N:13][CH:14]=[CH:15][CH:16]=3)[N:11]([Si](C(C)C)(C(C)C)C(C)C)[CH:10]=2)=[CH:4][CH:3]=1.[F:28][C:29]([F:40])([F:39])[C:30]1[CH:38]=[CH:37][C:33]([C:34]([NH2:36])=[O:35])=[CH:32][CH:31]=1.CC1(C)C2C(=C(P(C3C=CC=CC=3)C3C=CC=CC=3)C=CC=2)OC2C(P(C3C=CC=CC=3)C3C=CC=CC=3)=CC=CC1=2.C(=O)([O-])[O-].[Cs+].[Cs+]. (2) Given the product [ClH:31].[ClH:31].[NH2:22][CH:19]1[CH2:20][CH2:21][N:16]([CH2:15][C@H:10]2[N:9]3[C:14]4[N:13]([C:2](=[O:1])[CH:3]=[N:4][C:5]=4[CH:6]=[CH:7][C:8]3=[O:30])[CH2:12][CH2:11]2)[CH2:17][CH2:18]1, predict the reactants needed to synthesize it. The reactants are: [O:1]=[C:2]1[N:13]2[C:14]3[N:9]([C@H:10]([CH2:15][N:16]4[CH2:21][CH2:20][CH:19]([NH:22]C(=O)OC(C)(C)C)[CH2:18][CH2:17]4)[CH2:11][CH2:12]2)[C:8](=[O:30])[CH:7]=[CH:6][C:5]=3[N:4]=[CH:3]1.[ClH:31].